This data is from CYP1A2 inhibition data for predicting drug metabolism from PubChem BioAssay. The task is: Regression/Classification. Given a drug SMILES string, predict its absorption, distribution, metabolism, or excretion properties. Task type varies by dataset: regression for continuous measurements (e.g., permeability, clearance, half-life) or binary classification for categorical outcomes (e.g., BBB penetration, CYP inhibition). Dataset: cyp1a2_veith. The drug is CCCC[C@@H]1C[C@H]1C(NC(=O)c1ccccc1)c1ccc(C(=O)OC)cc1. The result is 1 (inhibitor).